From a dataset of Reaction yield outcomes from USPTO patents with 853,638 reactions. Predict the reaction yield, written as a fraction of the theoretical maximum amount of product (1.0 means a 100% yield; for example, 0.34 means a 34% yield). (1) The reactants are [CH3:1][C:2]1[NH:10][C:5]2=[CH:6][N:7]=[CH:8][CH:9]=[C:4]2[CH:3]=1.[Cl-].[Al+3].[Cl-].[Cl-].[Cl:15][C:16]([Cl:21])([Cl:20])[C:17](Cl)=[O:18]. The catalyst is C(Cl)Cl. The product is [Cl:15][C:16]([Cl:21])([Cl:20])[C:17]([C:3]1[C:4]2[C:5](=[CH:6][N:7]=[CH:8][CH:9]=2)[NH:10][C:2]=1[CH3:1])=[O:18]. The yield is 1.00. (2) The reactants are [CH3:1][CH:2]([CH3:8])[C:3](=O)[CH2:4][C:5]#[N:6].Cl.[CH3:10][O:11][C:12]1[CH:17]=[CH:16][C:15]([NH:18][NH2:19])=[CH:14][CH:13]=1. The catalyst is CCO. The product is [CH:2]([C:3]1[CH:4]=[C:5]([NH2:6])[N:18]([C:15]2[CH:16]=[CH:17][C:12]([O:11][CH3:10])=[CH:13][CH:14]=2)[N:19]=1)([CH3:8])[CH3:1]. The yield is 0.480. (3) The reactants are [H-].[Na+].[C:3]([O:7][C:8](=[O:35])[CH2:9][CH2:10][C:11]1[CH:16]=[CH:15][C:14]([C:17]([N:19]2[CH2:28][C:27]3[CH:26]=[N:25][N:24]([CH3:29])[C:23]=3[NH:22][C:21]3[CH:30]=[CH:31][CH:32]=[CH:33][C:20]2=3)=[O:18])=[CH:13][C:12]=1[CH3:34])([CH3:6])([CH3:5])[CH3:4].CI.[CH3:38]COC(C)=O. The catalyst is CN(C=O)C. The product is [C:3]([O:7][C:8](=[O:35])[CH2:9][CH2:10][C:11]1[CH:16]=[CH:15][C:14]([C:17]([N:19]2[CH2:28][C:27]3[CH:26]=[N:25][N:24]([CH3:29])[C:23]=3[N:22]([CH3:38])[C:21]3[CH:30]=[CH:31][CH:32]=[CH:33][C:20]2=3)=[O:18])=[CH:13][C:12]=1[CH3:34])([CH3:6])([CH3:5])[CH3:4]. The yield is 0.360. (4) The yield is 0.120. The reactants are [C:1]([CH:5]1[CH2:10][CH2:9][CH2:8][CH2:7][C:6]1=O)(=O)[CH2:2][CH3:3].[NH:12]([CH2:14][C:15]1[CH:24]=[CH:23][C:18]([C:19]([O:21][CH3:22])=[O:20])=[CH:17][CH:16]=1)[NH2:13].C1(C)C=CC(S(O)(=O)=O)=CC=1. The catalyst is C1(C)C=CC=CC=1. The product is [CH2:2]([C:1]1[C:5]2[CH2:10][CH2:9][CH2:8][CH2:7][C:6]=2[N:12]([CH2:14][C:15]2[CH:24]=[CH:23][C:18]([C:19]([O:21][CH3:22])=[O:20])=[CH:17][CH:16]=2)[N:13]=1)[CH3:3]. (5) The reactants are [Cl:1][C:2]1[CH:14]=[N:13][C:5]2[NH:6][C:7]3[CH2:12][CH2:11][NH:10][CH2:9][C:8]=3[C:4]=2[CH:3]=1.CCN(C(C)C)C(C)C.[Cl:24][C:25]1[CH:26]=[C:27]([CH:31]=[CH:32][CH:33]=1)[C:28](Cl)=[O:29].Cl.CCOCC. The catalyst is C1COCC1. The product is [ClH:1].[Cl:24][C:25]1[CH:26]=[C:27]([C:28]([N:10]2[CH2:11][CH2:12][C:7]3[NH:6][C:5]4[N:13]=[CH:14][C:2]([Cl:1])=[CH:3][C:4]=4[C:8]=3[CH2:9]2)=[O:29])[CH:31]=[CH:32][CH:33]=1. The yield is 0.610. (6) The reactants are [CH:1]([CH:4]1[N:9]([C:10]2[N:15]=[C:14]([C:16]([F:19])([F:18])[F:17])[C:13]([C:20](=[O:22])[CH3:21])=[CH:12][N:11]=2)[CH2:8][CH2:7][N:6]2[C:23]3[CH:29]=[C:28]([S:30]([CH3:33])(=[O:32])=[O:31])[CH:27]=[CH:26][C:24]=3[N:25]=[C:5]12)([CH3:3])[CH3:2].[CH3:34][Mg+].[Br-]. The catalyst is C1COCC1. The product is [CH:1]([CH:4]1[N:9]([C:10]2[N:15]=[C:14]([C:16]([F:18])([F:19])[F:17])[C:13]([C:20]([OH:22])([CH3:34])[CH3:21])=[CH:12][N:11]=2)[CH2:8][CH2:7][N:6]2[C:23]3[CH:29]=[C:28]([S:30]([CH3:33])(=[O:31])=[O:32])[CH:27]=[CH:26][C:24]=3[N:25]=[C:5]12)([CH3:3])[CH3:2]. The yield is 0.330.